From a dataset of Full USPTO retrosynthesis dataset with 1.9M reactions from patents (1976-2016). Predict the reactants needed to synthesize the given product. (1) Given the product [C:19]([O:18][C@@H:13]1[C@@H:12]([CH2:27][O:28][C:29](=[O:36])[C:30]2[CH:35]=[CH:34][CH:33]=[CH:32][CH:31]=2)[O:11][C@@H:10]([OH:9])[C@:14]1([C:16]#[CH:17])[OH:15])(=[O:26])[C:20]1[CH:25]=[CH:24][CH:23]=[CH:22][CH:21]=1, predict the reactants needed to synthesize it. The reactants are: C([O:9][C@@H:10]1[C@:14]([C:16]#[CH:17])([OH:15])[C@H:13]([O:18][C:19](=[O:26])[C:20]2[CH:25]=[CH:24][CH:23]=[CH:22][CH:21]=2)[C@@H:12]([CH2:27][O:28][C:29](=[O:36])[C:30]2[CH:35]=[CH:34][CH:33]=[CH:32][CH:31]=2)[O:11]1)(=O)C1C=CC=CC=1.C([O-])([O-])=O.[K+].[K+]. (2) Given the product [C:1]([C:3]1[CH:4]=[CH:5][C:6]([CH2:9][C:10]([NH:13][C:14]2[CH:19]=[C:18]([C:20]([C:22]3[C:30]4[CH:29]=[N:28][CH:27]=[N:26][C:25]=4[N:24]([C@H:31]4[CH2:36][CH2:35][C@@H:34]([OH:37])[CH2:33][CH2:32]4)[CH:23]=3)=[O:21])[CH:17]=[CH:16][N:15]=2)=[O:12])=[CH:7][CH:8]=1)#[N:2], predict the reactants needed to synthesize it. The reactants are: [C:1]([C:3]1[CH:8]=[CH:7][C:6]([CH2:9][C:10]([OH:12])=O)=[CH:5][CH:4]=1)#[N:2].[NH2:13][C:14]1[CH:19]=[C:18]([C:20]([C:22]2[C:30]3[CH:29]=[N:28][CH:27]=[N:26][C:25]=3[N:24]([C@H:31]3[CH2:36][CH2:35][C@@H:34]([O:37][Si](C(C)(C)C)(C)C)[CH2:33][CH2:32]3)[CH:23]=2)=[O:21])[CH:17]=[CH:16][N:15]=1. (3) Given the product [Cl:1][C:2]1[C:3]([N:32]2[CH2:33][CH2:34][N:35]([C:38]3[CH:43]=[CH:42][CH:41]=[CH:40][N:39]=3)[CH2:36][CH2:37]2)=[C:4]([F:31])[CH:5]=[C:6]2[C:11]=1[N:10]([C:12]1[CH:17]=[CH:16][C:15]([CH2:18][NH:19][CH:20]3[CH2:24][CH2:23][CH2:22][CH2:21]3)=[CH:14][CH:13]=1)[CH:9]=[C:8]([C:25]([OH:27])=[O:26])[C:7]2=[O:30], predict the reactants needed to synthesize it. The reactants are: [Cl:1][C:2]1[C:3]([N:32]2[CH2:37][CH2:36][N:35]([C:38]3[CH:43]=[CH:42][CH:41]=[CH:40][N:39]=3)[CH2:34][CH2:33]2)=[C:4]([F:31])[CH:5]=[C:6]2[C:11]=1[N:10]([C:12]1[CH:17]=[CH:16][C:15]([CH2:18][NH:19][CH:20]3[CH2:24][CH2:23][CH2:22][CH2:21]3)=[CH:14][CH:13]=1)[CH:9]=[C:8]([C:25]([O:27]CC)=[O:26])[C:7]2=[O:30].CCOCC.